Dataset: Reaction yield outcomes from USPTO patents with 853,638 reactions. Task: Predict the reaction yield, written as a fraction of the theoretical maximum amount of product (1.0 means a 100% yield; for example, 0.34 means a 34% yield). (1) The reactants are [Cl:1][C:2]1[O:6][C:5]([C:7]([O:9]C)=[O:8])=[CH:4][C:3]=1[C:11]1[N:15]([CH3:16])[N:14]=[CH:13][C:12]=1[Cl:17].[OH-].[Na+]. The catalyst is O1CCCC1. The product is [Cl:1][C:2]1[O:6][C:5]([C:7]([OH:9])=[O:8])=[CH:4][C:3]=1[C:11]1[N:15]([CH3:16])[N:14]=[CH:13][C:12]=1[Cl:17]. The yield is 0.940. (2) The reactants are [CH3:1][N:2]1[CH2:7][CH2:6][N:5]([C:8]2[N:13]3[CH:14]=[C:15]([CH2:17][OH:18])[N:16]=[C:12]3[CH:11]=[CH:10][CH:9]=2)[CH2:4][CH2:3]1. The catalyst is C(Cl)(Cl)Cl.[O-2].[O-2].[Mn+4]. The product is [CH3:1][N:2]1[CH2:7][CH2:6][N:5]([C:8]2[N:13]3[CH:14]=[C:15]([CH:17]=[O:18])[N:16]=[C:12]3[CH:11]=[CH:10][CH:9]=2)[CH2:4][CH2:3]1. The yield is 0.820. (3) The reactants are [F:1][C:2]([F:10])([F:9])[CH2:3][CH2:4][CH2:5][C:6]([OH:8])=[O:7].ClC(Cl)(Cl)C(=N)O[C:15]([CH3:18])([CH3:17])[CH3:16].B(F)(F)F.CCOCC.C([O-])(O)=O.[Na+]. The catalyst is C1COCC1.CCCCCC. The product is [F:1][C:2]([F:10])([F:9])[CH2:3][CH2:4][CH2:5][C:6]([O:8][C:15]([CH3:18])([CH3:17])[CH3:16])=[O:7]. The yield is 0.980. (4) The reactants are [Cl:1][C:2]1[CH:3]=[CH:4][C:5]2[C:15]3[C:10](=[CH:11][N:12]=[C:13]([NH:16][C:17](=O)[CH3:18])[CH:14]=3)[CH:9]([CH3:20])[O:8][C:6]=2[CH:7]=1.[H-].[Na+].[CH3:23][O:24][C:25]1[CH:32]=[CH:31][C:28]([CH2:29]Cl)=[CH:27][CH:26]=1. The catalyst is CN(C=O)C. The product is [Cl:1][C:2]1[CH:3]=[CH:4][C:5]2[C:15]3[C:10](=[CH:11][N:12]=[C:13]([N:16]([CH2:29][C:28]4[CH:31]=[CH:32][C:25]([O:24][CH3:23])=[CH:26][CH:27]=4)[CH2:17][C:18]4[CH:2]=[CH:7][C:6]([O:8][CH3:9])=[CH:5][CH:4]=4)[CH:14]=3)[CH:9]([CH3:20])[O:8][C:6]=2[CH:7]=1. The yield is 0.240. (5) The reactants are [Cl:1][C:2]1[CH:7]=[CH:6][C:5]([CH:8]2[CH:13]([O:14]C(OCC(Cl)(Cl)Cl)=O)[CH2:12][N:11](C(OCC(Cl)(Cl)Cl)=O)[CH2:10][CH:9]2[CH2:31][CH2:32][CH3:33])=[CH:4][CH:3]=1. The catalyst is C(O)(=O)C.[Zn]. The product is [Cl:1][C:2]1[CH:7]=[CH:6][C:5]([CH:8]2[CH:9]([CH2:31][CH2:32][CH3:33])[CH2:10][NH:11][CH2:12][CH:13]2[OH:14])=[CH:4][CH:3]=1. The yield is 0.550. (6) The reactants are [NH:1]1[C:9]2[C:4](=[CH:5][CH:6]=[CH:7][N:8]=2)[CH:3]=[CH:2]1.[CH:10](=O)[CH2:11][CH2:12][CH3:13]. No catalyst specified. The product is [NH:1]1[C:9]2[C:4](=[CH:5][CH:6]=[CH:7][N:8]=2)[C:3]([CH:10]([C:3]2[C:4]3[C:9](=[N:8][CH:7]=[CH:6][CH:5]=3)[NH:1][CH:2]=2)[CH2:11][CH2:12][CH3:13])=[CH:2]1. The yield is 0.150. (7) The catalyst is ClCCl.O. The reactants are [O:1]([C:8]1[CH:14]=[CH:13][CH:12]=[CH:11][C:9]=1[NH2:10])[C:2]1[CH:7]=[CH:6][CH:5]=[CH:4][CH:3]=1.[CH3:15][S:16][CH3:17].ClN1[C:23](=[O:24])[CH2:22]CC1=O.C(=O)=O.CC(C)=O.C(N(CC)CC)C.S([O-])([O-])=O.[Na+].[Na+]. The product is [CH3:15][S:16][CH2:17][C:11]1[CH:12]=[CH:13][CH:14]=[C:8]([O:1][C:2]2[CH:3]=[CH:4][CH:5]=[CH:6][CH:7]=2)[C:9]=1[NH:10][C:23](=[O:24])[CH3:22]. The yield is 0.590. (8) The reactants are [CH2:1]([C:3]1[C:8](=[O:9])[NH:7][C:6]([CH3:10])=[C:5]([C:11]2[S:15][C:14]([S:16](Cl)(=[O:18])=[O:17])=[CH:13][CH:12]=2)[CH:4]=1)[CH3:2].[CH3:20][N:21]1[CH2:26][CH2:25][NH:24][CH2:23][CH2:22]1. No catalyst specified. The product is [CH2:1]([C:3]1[C:8](=[O:9])[NH:7][C:6]([CH3:10])=[C:5]([C:11]2[S:15][C:14]([S:16]([N:24]3[CH2:25][CH2:26][N:21]([CH3:20])[CH2:22][CH2:23]3)(=[O:18])=[O:17])=[CH:13][CH:12]=2)[CH:4]=1)[CH3:2]. The yield is 0.633. (9) The reactants are [Cl:1][C:2]1[N:6]2[N:7]=[C:8]([CH:22]([CH3:24])[CH3:23])[C:9](/[CH:18]=[CH:19]/[CH2:20][OH:21])=[C:10]([C:11]3[CH:16]=[CH:15][C:14]([F:17])=[CH:13][CH:12]=3)[C:5]2=[CH:4][CH:3]=1.[H-].[Na+].[CH3:27]I. The catalyst is CN(C)C=O. The product is [Cl:1][C:2]1[N:6]2[N:7]=[C:8]([CH:22]([CH3:24])[CH3:23])[C:9](/[CH:18]=[CH:19]/[CH2:20][O:21][CH3:27])=[C:10]([C:11]3[CH:12]=[CH:13][C:14]([F:17])=[CH:15][CH:16]=3)[C:5]2=[CH:4][CH:3]=1. The yield is 0.102.